From a dataset of NCI-60 drug combinations with 297,098 pairs across 59 cell lines. Regression. Given two drug SMILES strings and cell line genomic features, predict the synergy score measuring deviation from expected non-interaction effect. (1) Drug 1: CC1C(C(CC(O1)OC2CC(OC(C2O)C)OC3=CC4=CC5=C(C(=O)C(C(C5)C(C(=O)C(C(C)O)O)OC)OC6CC(C(C(O6)C)O)OC7CC(C(C(O7)C)O)OC8CC(C(C(O8)C)O)(C)O)C(=C4C(=C3C)O)O)O)O. Drug 2: CCCCCOC(=O)NC1=NC(=O)N(C=C1F)C2C(C(C(O2)C)O)O. Cell line: MDA-MB-231. Synergy scores: CSS=3.22, Synergy_ZIP=0.986, Synergy_Bliss=-0.753, Synergy_Loewe=-60.4, Synergy_HSA=-3.76. (2) Drug 1: CN1C2=C(C=C(C=C2)N(CCCl)CCCl)N=C1CCCC(=O)O.Cl. Drug 2: CCN(CC)CCCC(C)NC1=C2C=C(C=CC2=NC3=C1C=CC(=C3)Cl)OC. Cell line: SR. Synergy scores: CSS=28.2, Synergy_ZIP=-3.36, Synergy_Bliss=-0.754, Synergy_Loewe=-0.696, Synergy_HSA=-0.292. (3) Drug 1: C#CCC(CC1=CN=C2C(=N1)C(=NC(=N2)N)N)C3=CC=C(C=C3)C(=O)NC(CCC(=O)O)C(=O)O. Drug 2: CC(C)NC(=O)C1=CC=C(C=C1)CNNC.Cl. Cell line: M14. Synergy scores: CSS=0.453, Synergy_ZIP=0.324, Synergy_Bliss=-0.374, Synergy_Loewe=-3.80, Synergy_HSA=-4.77. (4) Drug 1: CC1=C2C(C(=O)C3(C(CC4C(C3C(C(C2(C)C)(CC1OC(=O)C(C(C5=CC=CC=C5)NC(=O)OC(C)(C)C)O)O)OC(=O)C6=CC=CC=C6)(CO4)OC(=O)C)OC)C)OC. Drug 2: C1C(C(OC1N2C=NC(=NC2=O)N)CO)O. Cell line: K-562. Synergy scores: CSS=58.0, Synergy_ZIP=-1.99, Synergy_Bliss=-4.32, Synergy_Loewe=1.48, Synergy_HSA=1.93. (5) Drug 1: C1=CC(=C2C(=C1NCCNCCO)C(=O)C3=C(C=CC(=C3C2=O)O)O)NCCNCCO. Drug 2: CC1CCC2CC(C(=CC=CC=CC(CC(C(=O)C(C(C(=CC(C(=O)CC(OC(=O)C3CCCCN3C(=O)C(=O)C1(O2)O)C(C)CC4CCC(C(C4)OC)OCCO)C)C)O)OC)C)C)C)OC. Cell line: OVCAR3. Synergy scores: CSS=23.4, Synergy_ZIP=-6.10, Synergy_Bliss=-7.50, Synergy_Loewe=-4.43, Synergy_HSA=-1.84. (6) Drug 1: C1C(C(OC1N2C=NC3=C2NC=NCC3O)CO)O. Drug 2: N.N.Cl[Pt+2]Cl. Cell line: OVCAR-5. Synergy scores: CSS=50.2, Synergy_ZIP=1.06, Synergy_Bliss=0.826, Synergy_Loewe=4.79, Synergy_HSA=5.68. (7) Drug 1: CC1=C2C(C(=O)C3(C(CC4C(C3C(C(C2(C)C)(CC1OC(=O)C(C(C5=CC=CC=C5)NC(=O)C6=CC=CC=C6)O)O)OC(=O)C7=CC=CC=C7)(CO4)OC(=O)C)O)C)OC(=O)C. Drug 2: COCCOC1=C(C=C2C(=C1)C(=NC=N2)NC3=CC=CC(=C3)C#C)OCCOC.Cl. Cell line: SNB-75. Synergy scores: CSS=14.6, Synergy_ZIP=3.32, Synergy_Bliss=6.76, Synergy_Loewe=5.99, Synergy_HSA=5.87. (8) Drug 1: CC1C(C(CC(O1)OC2CC(CC3=C2C(=C4C(=C3O)C(=O)C5=C(C4=O)C(=CC=C5)OC)O)(C(=O)C)O)N)O.Cl. Drug 2: C1=NC2=C(N1)C(=S)N=C(N2)N. Cell line: HCT-15. Synergy scores: CSS=58.7, Synergy_ZIP=-6.09, Synergy_Bliss=-5.94, Synergy_Loewe=-4.15, Synergy_HSA=-3.43. (9) Drug 1: C(CC(=O)O)C(=O)CN.Cl. Drug 2: C1=NNC2=C1C(=O)NC=N2. Cell line: HS 578T. Synergy scores: CSS=8.58, Synergy_ZIP=-1.51, Synergy_Bliss=2.00, Synergy_Loewe=0.904, Synergy_HSA=1.09.